Dataset: Forward reaction prediction with 1.9M reactions from USPTO patents (1976-2016). Task: Predict the product of the given reaction. Given the reactants [F:1][C:2]1[C:7]([OH:8])=[CH:6][CH:5]=[C:4]([F:9])[C:3]=1[CH:10]([O:14][CH2:15][CH3:16])[C:11]([OH:13])=O.Cl.Cl.[CH2:19]([O:26][C:27](=[O:39])[NH:28][C:29]([C:31]1[CH:36]=[CH:35][C:34]([CH2:37][NH2:38])=[CH:33][CH:32]=1)=[NH:30])[C:20]1[CH:25]=[CH:24][CH:23]=[CH:22][CH:21]=1.ON1C2C=CC=CC=2N=N1.C(Cl)CCl, predict the reaction product. The product is: [CH2:19]([O:26][C:27](=[O:39])[NH:28][C:29]([C:31]1[CH:32]=[CH:33][C:34]([CH2:37][NH:38][C:11](=[O:13])[CH:10]([C:3]2[C:4]([F:9])=[CH:5][CH:6]=[C:7]([OH:8])[C:2]=2[F:1])[O:14][CH2:15][CH3:16])=[CH:35][CH:36]=1)=[NH:30])[C:20]1[CH:25]=[CH:24][CH:23]=[CH:22][CH:21]=1.